Task: Predict the reaction yield, written as a fraction of the theoretical maximum amount of product (1.0 means a 100% yield; for example, 0.34 means a 34% yield).. Dataset: Reaction yield outcomes from USPTO patents with 853,638 reactions (1) The reactants are C([Li])(C)(C)C.Br[C:7]1[CH:8]=[CH:9][C:10]2[CH2:16][N:15]([C:17]([O:19][C:20]([CH3:23])([CH3:22])[CH3:21])=[O:18])[CH2:14][CH2:13][CH2:12][C:11]=2[CH:24]=1.Cl[C:26]([O:28][CH3:29])=[O:27]. The catalyst is C1COCC1. The product is [CH2:16]1[C:10]2[CH:9]=[CH:8][C:7]([C:26]([O:28][CH3:29])=[O:27])=[CH:24][C:11]=2[CH2:12][CH2:13][CH2:14][N:15]1[C:17]([O:19][C:20]([CH3:23])([CH3:22])[CH3:21])=[O:18]. The yield is 0.410. (2) The reactants are Cl[C:2]1[N:3]=[N:4][CH:5]=[C:6]([Cl:9])[C:7]=1[NH2:8].[CH:10]1([NH2:15])[CH2:14][CH2:13][CH2:12][CH2:11]1. The catalyst is O. The product is [Cl:9][C:6]1[C:7]([NH2:8])=[C:2]([NH:15][CH:10]2[CH2:14][CH2:13][CH2:12][CH2:11]2)[N:3]=[N:4][CH:5]=1. The yield is 0.900. (3) The reactants are Br[C:2]1[CH:3]=[C:4]([CH:8]([C:23]2([OH:29])[CH2:28][CH2:27][CH2:26][CH2:25][CH2:24]2)[CH2:9][N:10]2[CH2:15][CH2:14][N:13]([C:16]([O:18][C:19]([CH3:22])([CH3:21])[CH3:20])=[O:17])[CH2:12][CH2:11]2)[CH:5]=[CH:6][CH:7]=1.[CH2:30]([Sn](CCCC)(CCCC)C=C)[CH2:31]CC. The catalyst is C1(C)C=CC=CC=1.C1C=CC([P]([Pd]([P](C2C=CC=CC=2)(C2C=CC=CC=2)C2C=CC=CC=2)([P](C2C=CC=CC=2)(C2C=CC=CC=2)C2C=CC=CC=2)[P](C2C=CC=CC=2)(C2C=CC=CC=2)C2C=CC=CC=2)(C2C=CC=CC=2)C2C=CC=CC=2)=CC=1. The product is [OH:29][C:23]1([CH:8]([C:4]2[CH:5]=[CH:6][CH:7]=[C:2]([CH:30]=[CH2:31])[CH:3]=2)[CH2:9][N:10]2[CH2:15][CH2:14][N:13]([C:16]([O:18][C:19]([CH3:22])([CH3:21])[CH3:20])=[O:17])[CH2:12][CH2:11]2)[CH2:28][CH2:27][CH2:26][CH2:25][CH2:24]1. The yield is 0.900. (4) The reactants are [C:1]([C:4]1[C:5]([C:24]2[CH:29]=[CH:28][C:27]([F:30])=[C:26]([Cl:31])[CH:25]=2)=[N:6][N:7]2[CH2:12][CH2:11][N:10]([C:13]([NH:15][C:16]([CH3:23])([CH3:22])[C:17]([O:19]CC)=[O:18])=[O:14])[CH2:9][C:8]=12)(=[O:3])[NH2:2].[OH-].[Na+]. The catalyst is C(O)C.C1COCC1.O. The product is [C:1]([C:4]1[C:5]([C:24]2[CH:29]=[CH:28][C:27]([F:30])=[C:26]([Cl:31])[CH:25]=2)=[N:6][N:7]2[CH2:12][CH2:11][N:10]([C:13]([NH:15][C:16]([CH3:23])([CH3:22])[C:17]([OH:19])=[O:18])=[O:14])[CH2:9][C:8]=12)(=[O:3])[NH2:2]. The yield is 0.850. (5) The product is [CH2:16]([C:17]1[N:7]([C:1]2[CH:2]=[CH:3][CH:4]=[CH:5][CH:6]=2)[C:8]2[CH:13]=[CH:12][N:11]=[CH:10][C:9]=2[N:14]=1)[CH3:15]. The catalyst is P(Cl)(Cl)(Cl)=O. The reactants are [C:1]1([NH:7][C:8]2[CH:13]=[CH:12][N:11]=[CH:10][C:9]=2[NH2:14])[CH:6]=[CH:5][CH:4]=[CH:3][CH:2]=1.[C:15](O)(=O)[CH2:16][CH3:17]. The yield is 0.190. (6) The reactants are [OH:1][C:2]1[CH:19]=[C:18]2[C:5]([C@@:6]3([CH3:24])[C@H:15]([CH2:16][S:17]2=[O:20])[C@:14]2([CH3:21])[C@H:9]([C:10]([CH3:23])([CH3:22])[CH2:11][CH2:12][CH2:13]2)[CH2:8][CH2:7]3)=[CH:4][C:3]=1[C:25]([OH:27])=O.[CH3:28][N:29](C(ON1N=NC2C=CC=NC1=2)=[N+](C)C)C.F[P-](F)(F)(F)(F)F.CCN(C(C)C)C(C)C.CN. The catalyst is C1COCC1.CN(C=O)C.CCOC(C)=O. The product is [OH:1][C:2]1[CH:19]=[C:18]2[C:5]([C@@:6]3([CH3:24])[C@H:15]([CH2:16][S:17]2=[O:20])[C@:14]2([CH3:21])[C@H:9]([C:10]([CH3:23])([CH3:22])[CH2:11][CH2:12][CH2:13]2)[CH2:8][CH2:7]3)=[CH:4][C:3]=1[C:25]([NH:29][CH3:28])=[O:27]. The yield is 0.160. (7) The reactants are Cl[C:2]1[N:11]=[CH:10][N:9]=[C:8]2[C:3]=1[CH:4]=[N:5][C:6]1[N:7]2[N:12]=[C:13]([CH3:15])[CH:14]=1.[NH2:16][C:17]1[CH:22]=[C:21]([O:23][CH2:24][C:25]2[CH:30]=[CH:29][CH:28]=[C:27]([C:31]([F:34])([F:33])[F:32])[CH:26]=2)[CH:20]=[CH:19][C:18]=1[S:35][C:36]1[CH:41]=[CH:40][C:39]([OH:42])=[CH:38][CH:37]=1. The catalyst is C(O)C. The product is [CH3:15][C:13]1[CH:14]=[C:6]2[N:5]=[CH:4][C:3]3[C:8](=[N:9][CH:10]=[N:11][C:2]=3[NH:16][C:17]3[CH:22]=[C:21]([O:23][CH2:24][C:25]4[CH:30]=[CH:29][CH:28]=[C:27]([C:31]([F:32])([F:33])[F:34])[CH:26]=4)[CH:20]=[CH:19][C:18]=3[S:35][C:36]3[CH:41]=[CH:40][C:39]([OH:42])=[CH:38][CH:37]=3)[N:7]2[N:12]=1. The yield is 0.500. (8) The reactants are [N+:1]([C:4]1[CH:10]=[CH:9][C:7]([NH2:8])=[C:6]([C:11]#[C:12][C:13]2[CH:18]=[CH:17][CH:16]=[CH:15][N:14]=2)[CH:5]=1)([O-:3])=[O:2].CC([O-])(C)C.[K+]. The catalyst is CN(C=O)C.O. The product is [N+:1]([C:4]1[CH:5]=[C:6]2[C:7](=[CH:9][CH:10]=1)[NH:8][C:12]([C:13]1[CH:18]=[CH:17][CH:16]=[CH:15][N:14]=1)=[CH:11]2)([O-:3])=[O:2]. The yield is 0.670. (9) The reactants are [CH3:1][C:2]1[N:6]([CH2:7][C:8]2[CH:13]=[CH:12][CH:11]=[C:10]([C:14]([F:17])([F:16])[F:15])[C:9]=2[CH3:18])[C:5]2[CH:19]=[C:20]([N:26]3[CH2:31][CH2:30][O:29][CH2:28][CH2:27]3)[CH:21]=[C:22]([C:23]([NH2:25])=O)[C:4]=2[N:3]=1.COC(OC)[N:35]([CH3:37])C.O.[NH2:41]N. The catalyst is C(O)(=O)C. The product is [CH3:1][C:2]1[N:6]([CH2:7][C:8]2[CH:13]=[CH:12][CH:11]=[C:10]([C:14]([F:15])([F:16])[F:17])[C:9]=2[CH3:18])[C:5]2[CH:19]=[C:20]([N:26]3[CH2:31][CH2:30][O:29][CH2:28][CH2:27]3)[CH:21]=[C:22]([C:23]3[N:35]=[CH:37][NH:41][N:25]=3)[C:4]=2[N:3]=1. The yield is 0.420. (10) The reactants are [N:1]1[CH:6]=[CH:5][CH:4]=[C:3]([N:7]=[C:8]=S)[CH:2]=1.[NH:10]([C:12](=[O:33])[C:13]([NH:15][C:16]1[CH:21]=[CH:20][C:19]([C@H:22]2[CH2:27][CH2:26][C@H:25]([CH2:28][C:29]([O:31][CH3:32])=[O:30])[CH2:24][CH2:23]2)=[CH:18][CH:17]=1)=[O:14])[NH2:11].CCN=C=NCCCN(C)C. The catalyst is CC#N. The product is [N:1]1[CH:6]=[CH:5][CH:4]=[C:3]([NH:7][C:8]2[O:33][C:12]([C:13]([NH:15][C:16]3[CH:21]=[CH:20][C:19]([C@H:22]4[CH2:27][CH2:26][C@H:25]([CH2:28][C:29]([O:31][CH3:32])=[O:30])[CH2:24][CH2:23]4)=[CH:18][CH:17]=3)=[O:14])=[N:10][N:11]=2)[CH:2]=1. The yield is 0.690.